From a dataset of NCI-60 drug combinations with 297,098 pairs across 59 cell lines. Regression. Given two drug SMILES strings and cell line genomic features, predict the synergy score measuring deviation from expected non-interaction effect. (1) Drug 1: C1CN1C2=NC(=NC(=N2)N3CC3)N4CC4. Drug 2: C(CCl)NC(=O)N(CCCl)N=O. Cell line: HOP-62. Synergy scores: CSS=59.6, Synergy_ZIP=0.912, Synergy_Bliss=-0.0832, Synergy_Loewe=-30.2, Synergy_HSA=0.929. (2) Drug 1: CN1C2=C(C=C(C=C2)N(CCCl)CCCl)N=C1CCCC(=O)O.Cl. Drug 2: C1=NC2=C(N=C(N=C2N1C3C(C(C(O3)CO)O)F)Cl)N. Cell line: DU-145. Synergy scores: CSS=-1.52, Synergy_ZIP=0.988, Synergy_Bliss=-1.99, Synergy_Loewe=-8.64, Synergy_HSA=-7.55. (3) Drug 1: CC1=C2C(C(=O)C3(C(CC4C(C3C(C(C2(C)C)(CC1OC(=O)C(C(C5=CC=CC=C5)NC(=O)OC(C)(C)C)O)O)OC(=O)C6=CC=CC=C6)(CO4)OC(=O)C)OC)C)OC. Drug 2: C1CCN(CC1)CCOC2=CC=C(C=C2)C(=O)C3=C(SC4=C3C=CC(=C4)O)C5=CC=C(C=C5)O. Cell line: HCT-15. Synergy scores: CSS=74.2, Synergy_ZIP=27.4, Synergy_Bliss=26.7, Synergy_Loewe=-21.9, Synergy_HSA=27.2. (4) Drug 1: CCC(=C(C1=CC=CC=C1)C2=CC=C(C=C2)OCCN(C)C)C3=CC=CC=C3.C(C(=O)O)C(CC(=O)O)(C(=O)O)O. Drug 2: CC1CCC2CC(C(=CC=CC=CC(CC(C(=O)C(C(C(=CC(C(=O)CC(OC(=O)C3CCCCN3C(=O)C(=O)C1(O2)O)C(C)CC4CCC(C(C4)OC)OCCO)C)C)O)OC)C)C)C)OC. Cell line: OVCAR-4. Synergy scores: CSS=6.33, Synergy_ZIP=2.99, Synergy_Bliss=5.11, Synergy_Loewe=-3.28, Synergy_HSA=3.31.